Dataset: Forward reaction prediction with 1.9M reactions from USPTO patents (1976-2016). Task: Predict the product of the given reaction. (1) Given the reactants [C:1]1([C:7]2[N:8]=[C:9]3[CH2:14][CH2:13][CH2:12][N:10]3[CH:11]=2)[CH:6]=[CH:5][CH:4]=[CH:3][CH:2]=1.[Br:15]Br.C([O-])(O)=O.[Na+], predict the reaction product. The product is: [Br:15][C:11]1[N:10]2[CH2:12][CH2:13][CH2:14][C:9]2=[N:8][C:7]=1[C:1]1[CH:2]=[CH:3][CH:4]=[CH:5][CH:6]=1. (2) Given the reactants Cl.[Cl:2][C:3]1[C:4]([O:30]COC)=[CH:5][C:6]([O:26]COC)=[C:7]([CH:25]=1)[C:8]([N:10]1[CH2:18][C:17]2[C:12](=[CH:13][CH:14]=[CH:15][CH:16]=2)[CH:11]1[C:19]([NH:21][CH2:22][CH2:23][CH3:24])=[O:20])=[O:9].C([O-])(O)=O.[Na+], predict the reaction product. The product is: [Cl:2][C:3]1[C:4]([OH:30])=[CH:5][C:6]([OH:26])=[C:7]([CH:25]=1)[C:8]([N:10]1[CH2:18][C:17]2[C:12](=[CH:13][CH:14]=[CH:15][CH:16]=2)[CH:11]1[C:19]([NH:21][CH2:22][CH2:23][CH3:24])=[O:20])=[O:9]. (3) Given the reactants C(OC(=O)[NH:7][CH:8]1[CH:15]2[CH:11]([CH2:12][N:13]([C:16]3[C:25]([O:26][CH3:27])=[C:24]4[C:19]([C:20](=[O:33])[N:21]([NH2:32])[C:22](=[O:31])[N:23]4[CH:28]4[CH2:30][CH2:29]4)=[CH:18][C:17]=3[F:34])[CH2:14]2)[CH2:10][CH2:9]1)(C)(C)C.Cl, predict the reaction product. The product is: [NH2:32][N:21]1[C:20](=[O:33])[C:19]2[C:24](=[C:25]([O:26][CH3:27])[C:16]([N:13]3[CH2:14][CH:15]4[CH:8]([NH2:7])[CH2:9][CH2:10][CH:11]4[CH2:12]3)=[C:17]([F:34])[CH:18]=2)[N:23]([CH:28]2[CH2:30][CH2:29]2)[C:22]1=[O:31]. (4) The product is: [N+:1]([C:4]1[CH:13]=[CH:12][C:7]2[N:8]([CH2:15][CH3:16])[C:9](=[O:11])[S:10][C:6]=2[CH:5]=1)([O-:3])=[O:2]. Given the reactants [N+:1]([C:4]1[CH:13]=[CH:12][C:7]2[NH:8][C:9](=[O:11])[S:10][C:6]=2[CH:5]=1)([O-:3])=[O:2].N12CCCN=C1CCC[CH2:16][CH2:15]2.ICC, predict the reaction product. (5) Given the reactants [F:1][C:2]([F:14])([F:13])[C:3]1[CH:4]=[CH:5][C:6]2[N:7]([CH:9]=[C:10]([NH2:12])[N:11]=2)[CH:8]=1.[C:15]([C:19]1[CH:27]=[CH:26][C:22]([C:23](Cl)=[O:24])=[CH:21][CH:20]=1)([CH3:18])([CH3:17])[CH3:16].C(N(CC)CC)C, predict the reaction product. The product is: [C:15]([C:19]1[CH:20]=[CH:21][C:22]([C:23]([NH:12][C:10]2[N:11]=[C:6]3[CH:5]=[CH:4][C:3]([C:2]([F:1])([F:13])[F:14])=[CH:8][N:7]3[CH:9]=2)=[O:24])=[CH:26][CH:27]=1)([CH3:18])([CH3:16])[CH3:17]. (6) Given the reactants [F:1][C:2]1[CH:47]=[CH:46][C:45]([F:48])=[CH:44][C:3]=1[CH2:4][N:5]1[C:9]([CH3:10])=[C:8]([C:11]2[C:19]3[C:14](=[N:15][CH:16]=[C:17]([C:20]4[CH:21]=[CH:22][C:23]([O:31][CH3:32])=[C:24]([NH:26][S:27]([CH3:30])(=[O:29])=[O:28])[CH:25]=4)[CH:18]=3)[N:13](S(C3C=CC(C)=CC=3)(=O)=O)[CH:12]=2)[C:7]([CH3:43])=[N:6]1.[OH-].[Li+], predict the reaction product. The product is: [F:1][C:2]1[CH:47]=[CH:46][C:45]([F:48])=[CH:44][C:3]=1[CH2:4][N:5]1[C:9]([CH3:10])=[C:8]([C:11]2[C:19]3[C:14](=[N:15][CH:16]=[C:17]([C:20]4[CH:21]=[CH:22][C:23]([O:31][CH3:32])=[C:24]([NH:26][S:27]([CH3:30])(=[O:28])=[O:29])[CH:25]=4)[CH:18]=3)[NH:13][CH:12]=2)[C:7]([CH3:43])=[N:6]1.